This data is from Full USPTO retrosynthesis dataset with 1.9M reactions from patents (1976-2016). The task is: Predict the reactants needed to synthesize the given product. (1) Given the product [Cl:1][C:2]1[CH:3]=[CH:4][C:5]([C:8]([N:14]=[C:19]=[O:20])([CH3:12])[CH3:13])=[CH:6][CH:7]=1, predict the reactants needed to synthesize it. The reactants are: [Cl:1][C:2]1[CH:7]=[CH:6][C:5]([C:8]([CH3:13])([CH3:12])C(Cl)=O)=[CH:4][CH:3]=1.[N-:14]=[N+]=[N-].[Na+].C[C:19](C)=[O:20]. (2) Given the product [OH:21][C@:18]12[C@H:19]3[CH2:20][C:7]4[C:6]5[C@@:5]1([CH2:4][CH2:3][N:2]3[CH3:1])[C@@H:13]([O:12][C:11]=5[C:10]([C:36]([NH:89][CH2:90][CH2:91][C:92]1[CH:93]=[CH:94][C:95]([C:98]3[CH:103]=[CH:102][NH:101][C:100](=[O:104])[CH:99]=3)=[CH:96][CH:97]=1)=[O:37])=[CH:9][CH:8]=4)[C:14](=[O:15])[CH2:16][CH2:17]2, predict the reactants needed to synthesize it. The reactants are: [CH3:1][N:2]1[C@@H:19]2[CH2:20][C:7]3=[CH:8][CH:9]=[C:10](O)[C:11]4[O:12][C@H:13]5[C:14]([CH2:16][CH2:17][C@:18]2([OH:21])[C@:5]5([C:6]=43)[CH2:4][CH2:3]1)=[O:15].[O-]S(C(F)(F)F)(=O)=O.ON1[C:36](=[O:37])CCC1=O.C(N(CC)CC)C.CC1(C)C2C(=C(P(C3C=CC=CC=3)C3C=CC=CC=3)C=CC=2)OC2C(P(C3C=CC=CC=3)C3C=CC=CC=3)=CC=CC1=2.Cl.[NH2:89][CH2:90][CH2:91][C:92]1[CH:97]=[CH:96][C:95]([C:98]2[CH:103]=[CH:102][NH:101][C:100](=[O:104])[CH:99]=2)=[CH:94][CH:93]=1. (3) Given the product [CH2:1]([O:5][CH2:6][CH2:7][O:8][C:9]1[CH:10]=[CH:11][C:12]([C:15]2[CH:16]=[CH:17][C:18]3[N:24]([S:25]([CH3:28])(=[O:27])=[O:26])[CH2:23][CH2:22][C:21]([C:29]([NH:24][C:23]4[CH:44]=[CH:43][C:42]([C@H:46]([OH:45])[C:39]5[CH:3]=[CH:2][CH:1]=[CH:40][N:38]=5)=[CH:21][CH:22]=4)=[O:30])=[CH:20][C:19]=3[CH:32]=2)=[CH:13][CH:14]=1)[CH2:2][CH2:3][CH3:4], predict the reactants needed to synthesize it. The reactants are: [CH2:1]([O:5][CH2:6][CH2:7][O:8][C:9]1[CH:14]=[CH:13][C:12]([C:15]2[CH:16]=[CH:17][C:18]3[N:24]([S:25]([CH3:28])(=[O:27])=[O:26])[CH2:23][CH2:22][C:21]([C:29](O)=[O:30])=[CH:20][C:19]=3[CH:32]=2)=[CH:11][CH:10]=1)[CH2:2][CH2:3][CH3:4].S(Cl)(Cl)=O.C[N:38]([CH:40]=O)[CH3:39].[CH2:42]1[CH2:46][O:45][CH2:44][CH2:43]1. (4) Given the product [CH3:22][O:23][C:24]1[C:25]2=[CH:26][N:11]3[C:28]([CH2:29][C@@H:30]2[S:47][CH:48]=1)=[C:7]1[N:6]=[C:5]2[C:12]([C:8]1=[CH:9][CH2:10]3)=[CH:13][CH2:14][CH:3]=[C:4]2[CH2:34][CH:35]([CH3:46])[CH3:36], predict the reactants needed to synthesize it. The reactants are: CO[C:3]1[CH:4]=[C:5]2[C:12](=[CH:13][CH:14]=1)[C:8]([CH2:9][CH2:10][NH2:11])=[CH:7][NH:6]2.COC1C=C(CCN)C=C[C:22]=1[O:23][CH2:24][C:25]1[CH:30]=[CH:29][CH:28]=C[CH:26]=1.[CH3:34][CH:35]([CH3:46])[CH2:36]C1SC(CC(O)=O)=CC=1.[S:47]1C=CC=[C:48]1CC(O)=O.